This data is from Full USPTO retrosynthesis dataset with 1.9M reactions from patents (1976-2016). The task is: Predict the reactants needed to synthesize the given product. Given the product [C:49]([NH:46][C:38]1[CH:37]=[CH:36][C:35]([CH2:34][NH:33][CH:43]2[CH2:44][CH2:45][N:46]([C:49]([C@@H:50]([NH:55][C:12](=[O:14])[C@H:11]([CH2:15][CH:16]3[CH2:17][CH2:18][CH2:19][CH2:20]3)[CH2:10][N:9]([CH:21]=[O:22])[OH:8])[C:51]([CH3:52])([CH3:54])[CH3:53])=[O:56])[CH2:47][CH2:48]2)=[CH:40][CH:39]=1)(=[O:56])[CH3:50], predict the reactants needed to synthesize it. The reactants are: C([O:8][N:9]([CH:21]=[O:22])[CH2:10][C@@H:11]([CH2:15][CH:16]1[CH2:20][CH2:19][CH2:18][CH2:17]1)[C:12]([OH:14])=O)C1C=CC=CC=1.Cl.C(OC(=O)[N:33]([CH:43]1[CH2:48][CH2:47][N:46]([C:49](=[O:56])[C@@H:50]([NH2:55])[C:51]([CH3:54])([CH3:53])[CH3:52])[CH2:45][CH2:44]1)[CH2:34][C:35]1[CH:40]=[CH:39][C:38](C#N)=[CH:37][CH:36]=1)C1C=CC=CC=1.